Task: Regression. Given two drug SMILES strings and cell line genomic features, predict the synergy score measuring deviation from expected non-interaction effect.. Dataset: NCI-60 drug combinations with 297,098 pairs across 59 cell lines (1) Cell line: OVCAR3. Synergy scores: CSS=-3.51, Synergy_ZIP=0.812, Synergy_Bliss=-4.30, Synergy_Loewe=-6.91, Synergy_HSA=-7.40. Drug 1: CNC(=O)C1=CC=CC=C1SC2=CC3=C(C=C2)C(=NN3)C=CC4=CC=CC=N4. Drug 2: C1CC(=O)NC(=O)C1N2CC3=C(C2=O)C=CC=C3N. (2) Drug 1: C1=C(C(=O)NC(=O)N1)N(CCCl)CCCl. Drug 2: C(CCl)NC(=O)N(CCCl)N=O. Cell line: NCI/ADR-RES. Synergy scores: CSS=20.1, Synergy_ZIP=-6.58, Synergy_Bliss=3.15, Synergy_Loewe=-8.86, Synergy_HSA=1.26. (3) Drug 1: C1=NC2=C(N1)C(=S)N=C(N2)N. Drug 2: CNC(=O)C1=NC=CC(=C1)OC2=CC=C(C=C2)NC(=O)NC3=CC(=C(C=C3)Cl)C(F)(F)F. Cell line: SW-620. Synergy scores: CSS=20.1, Synergy_ZIP=-6.77, Synergy_Bliss=-3.18, Synergy_Loewe=-5.68, Synergy_HSA=-4.10.